Dataset: Forward reaction prediction with 1.9M reactions from USPTO patents (1976-2016). Task: Predict the product of the given reaction. (1) The product is: [CH2:23]([O:22][C:20]([N:16]1[CH2:17][CH2:18][CH2:19][C:15]1([C:30]1[O:1][C:2]2[C:3](=[C:4]([C:5]([OH:7])=[O:6])[CH:8]=[CH:9][CH:10]=2)[N:11]=1)[CH3:13])=[O:21])[C:24]1[CH:25]=[CH:26][CH:27]=[CH:28][CH:29]=1. Given the reactants [OH:1][C:2]1[CH:10]=[CH:9][CH:8]=[C:4]([C:5]([OH:7])=[O:6])[C:3]=1[NH2:11].Cl[C:13]([C:15]1([CH3:30])[CH2:19][CH2:18][CH2:17][N:16]1[C:20]([O:22][CH2:23][C:24]1[CH:29]=[CH:28][CH:27]=[CH:26][CH:25]=1)=[O:21])=O, predict the reaction product. (2) Given the reactants [C:1]([Si:5]([O:8][CH:9]([CH2:14][CH2:15][C:16]1[CH:21]=[CH:20][C:19]([C:22]([CH2:41][CH3:42])([C:25]2[CH:30]=[CH:29][C:28](B3OC(C)(C)C(C)(C)O3)=[C:27]([CH3:40])[CH:26]=2)[CH2:23][CH3:24])=[CH:18][C:17]=1[CH3:43])[C:10]([CH3:13])([CH3:12])[CH3:11])([CH3:7])[CH3:6])([CH3:4])([CH3:3])[CH3:2].C1(P(C2CCCCC2)C2C=CC=CC=2C2C(OC)=CC=CC=2OC)CCCCC1.P([O-])([O-])([O-])=O.[K+].[K+].[K+].[CH3:81][O:82][C:83](=[O:93])[CH2:84][C:85]1[CH:90]=[CH:89][C:88](Cl)=[CH:87][C:86]=1[Cl:92], predict the reaction product. The product is: [CH3:81][O:82][C:83](=[O:93])[CH2:84][C:85]1[CH:90]=[CH:89][C:88]([C:28]2[CH:29]=[CH:30][C:25]([C:22]([C:19]3[CH:20]=[CH:21][C:16]([CH2:15][CH2:14][CH:9]([O:8][Si:5]([C:1]([CH3:4])([CH3:3])[CH3:2])([CH3:6])[CH3:7])[C:10]([CH3:13])([CH3:12])[CH3:11])=[C:17]([CH3:43])[CH:18]=3)([CH2:23][CH3:24])[CH2:41][CH3:42])=[CH:26][C:27]=2[CH3:40])=[CH:87][C:86]=1[Cl:92]. (3) The product is: [C:1]([C:5]1[CH:6]=[CH:7][C:8]([O:9][CH2:10][C:11]([NH:17][CH2:18][C:19]2[CH:20]=[C:21]([F:31])[C:22]([NH:26][S:27]([CH3:30])(=[O:29])=[O:28])=[C:23]([F:25])[CH:24]=2)=[O:13])=[CH:14][CH:15]=1)([CH3:2])([CH3:3])[CH3:4]. Given the reactants [C:1]([C:5]1[CH:15]=[CH:14][C:8]([O:9][CH2:10][C:11]([OH:13])=O)=[CH:7][CH:6]=1)([CH3:4])([CH3:3])[CH3:2].Cl.[NH2:17][CH2:18][C:19]1[CH:24]=[C:23]([F:25])[C:22]([NH:26][S:27]([CH3:30])(=[O:29])=[O:28])=[C:21]([F:31])[CH:20]=1.Cl.C(N=C=NCCCN(C)C)C.C(N(CC)CC)C, predict the reaction product.